This data is from Catalyst prediction with 721,799 reactions and 888 catalyst types from USPTO. The task is: Predict which catalyst facilitates the given reaction. (1) The catalyst class is: 339. Reactant: Br[C:2]1[CH:9]=[CH:8][C:7]([O:10][CH3:11])=[CH:6][C:3]=1[CH:4]=[O:5].[CH3:12][C:13]1[S:14][C:15](B2OC(C)(C)C(C)(C)O2)=[C:16]([CH3:18])[N:17]=1.C([O-])([O-])=O.[K+].[K+]. Product: [CH3:12][C:13]1[S:14][C:15]([C:2]2[CH:9]=[CH:8][C:7]([O:10][CH3:11])=[CH:6][C:3]=2[CH:4]=[O:5])=[C:16]([CH3:18])[N:17]=1. (2) Reactant: [OH:1][C:2]1[CH:7]=[CH:6][C:5]([C:8]2[N:9]=[CH:10][N:11]([CH2:13][CH2:14][C:15]([NH:18][C:19](=[O:25])[O:20][C:21]([CH3:24])([CH3:23])[CH3:22])([CH3:17])[CH3:16])[CH:12]=2)=[CH:4][CH:3]=1.Br[C:27]([CH3:34])([CH3:33])[C:28]([O:30][CH2:31][CH3:32])=[O:29].C(=O)([O-])[O-].[K+].[K+].[I-].[Na+]. Product: [C:21]([O:20][C:19]([NH:18][C:15]([CH3:17])([CH3:16])[CH2:14][CH2:13][N:11]1[CH:12]=[C:8]([C:5]2[CH:6]=[CH:7][C:2]([O:1][C:27]([CH3:34])([CH3:33])[C:28]([O:30][CH2:31][CH3:32])=[O:29])=[CH:3][CH:4]=2)[N:9]=[CH:10]1)=[O:25])([CH3:24])([CH3:23])[CH3:22]. The catalyst class is: 18. (3) Reactant: Cl[C:2]1[CH:7]=[C:6]([C:8]2[S:9][CH:10]=[C:11]([C:13]3[C:18](=[O:19])[NH:17][C:16]([CH3:20])=[C:15]([C:21]([O:23][CH2:24][CH3:25])=[O:22])[CH:14]=3)[N:12]=2)[CH:5]=[CH:4][N:3]=1.C1(NC)CCCC1.Cl.[N:34]1[C:39](C)=[CH:38][C:37](C)=[CH:36][C:35]=1[CH3:42]. Product: [CH:38]1([CH2:39][NH:34][C:2]2[CH:7]=[C:6]([C:8]3[S:9][CH:10]=[C:11]([C:13]4[C:18](=[O:19])[NH:17][C:16]([CH3:20])=[C:15]([C:21]([O:23][CH2:24][CH3:25])=[O:22])[CH:14]=4)[N:12]=3)[CH:5]=[CH:4][N:3]=2)[CH2:37][CH2:36][CH2:35][CH2:42]1. The catalyst class is: 440. (4) Product: [CH:1]1([CH2:4][C:5]2[N:10]3[CH:11]=[N:12][C:13]([N:17]4[CH2:18][CH2:19][CH:20]([C:23]5[CH:24]=[CH:25][CH:26]=[CH:27][CH:28]=5)[CH2:21][CH2:22]4)=[C:14]([O:15][CH3:16])[C:9]3=[N:8][N:7]=2)[CH2:2][CH2:3]1. The catalyst class is: 10. Reactant: [CH:1]1([CH2:4][C:5]([NH:7][NH:8][C:9]2[C:14]([O:15][CH3:16])=[C:13]([N:17]3[CH2:22][CH2:21][CH:20]([C:23]4[CH:28]=[CH:27][CH:26]=[CH:25][CH:24]=4)[CH2:19][CH2:18]3)[N:12]=[CH:11][N:10]=2)=O)[CH2:3][CH2:2]1.P(Cl)(Cl)(Cl)=O. (5) Reactant: [CH:1]1([CH2:6][N:7]2[C:11](=[O:12])[N:10]([C:13]3[CH:18]=[CH:17][C:16]([N:19]4[CH2:24][CH2:23][N:22]([C:25]5[CH:30]=[CH:29][C:28]([O:31]C)=[CH:27][CH:26]=5)[CH2:21][CH2:20]4)=[CH:15][CH:14]=3)[CH:9]=[N:8]2)[CH2:5][CH2:4][CH2:3][CH2:2]1. Product: [CH:1]1([CH2:6][N:7]2[C:11](=[O:12])[N:10]([C:13]3[CH:14]=[CH:15][C:16]([N:19]4[CH2:20][CH2:21][N:22]([C:25]5[CH:26]=[CH:27][C:28]([OH:31])=[CH:29][CH:30]=5)[CH2:23][CH2:24]4)=[CH:17][CH:18]=3)[CH:9]=[N:8]2)[CH2:2][CH2:3][CH2:4][CH2:5]1. The catalyst class is: 201. (6) Reactant: Br[C:2]1[C:6]2[N:7]=[C:8]([Cl:12])[N:9]=[C:10]([NH2:11])[C:5]=2[S:4][CH:3]=1.C(=O)([O-])[O-].[Na+].[Na+].B([C:22]1[CH:23]=[C:24]([CH:28]=[CH:29][CH:30]=1)[C:25]([OH:27])=[O:26])(O)O.CC(C1C=C(C(C)C)C(C2C(P(C(C)(C)C)C(C)(C)C)=CC=CC=2)=C(C(C)C)C=1)C. Product: [NH2:11][C:10]1[C:5]2[S:4][CH:3]=[C:2]([C:22]3[CH:23]=[C:24]([CH:28]=[CH:29][CH:30]=3)[C:25]([OH:27])=[O:26])[C:6]=2[N:7]=[C:8]([Cl:12])[N:9]=1. The catalyst class is: 12. (7) Reactant: C(OC(=O)[NH:5][CH:6]([CH3:31])[CH2:7][C:8]1[CH:9]=[C:10]2[C:14](=[C:15]([C:17](=[O:19])[NH2:18])[CH:16]=1)[N:13]([CH2:20][CH2:21][CH2:22][O:23][Si:24]([C:27]([CH3:30])([CH3:29])[CH3:28])([CH3:26])[CH3:25])[CH2:12][CH2:11]2)C.[OH-].[K+]. Product: [NH2:5][CH:6]([CH3:31])[CH2:7][C:8]1[CH:9]=[C:10]2[C:14](=[C:15]([C:17]([NH2:18])=[O:19])[CH:16]=1)[N:13]([CH2:20][CH2:21][CH2:22][O:23][Si:24]([C:27]([CH3:30])([CH3:29])[CH3:28])([CH3:25])[CH3:26])[CH2:12][CH2:11]2. The catalyst class is: 11.